Dataset: Full USPTO retrosynthesis dataset with 1.9M reactions from patents (1976-2016). Task: Predict the reactants needed to synthesize the given product. (1) Given the product [F:7][C:8]1[CH:9]=[C:10]([CH:15]([C:21]2[CH:26]=[CH:25][C:24]([C:27]3[CH:31]=[N:30][NH:29][CH:28]=3)=[CH:23][CH:22]=2)[CH2:16][CH2:17][NH:19][CH3:20])[CH:11]=[CH:12][C:13]=1[F:14], predict the reactants needed to synthesize it. The reactants are: [H-].[Al+3].[Li+].[H-].[H-].[H-].[F:7][C:8]1[CH:9]=[C:10]([CH:15]([C:21]2[CH:26]=[CH:25][C:24]([C:27]3[CH:28]=[N:29][NH:30][CH:31]=3)=[CH:23][CH:22]=2)[CH2:16][C:17]([NH:19][CH3:20])=O)[CH:11]=[CH:12][C:13]=1[F:14].[Cl-].[Al+3].[Cl-].[Cl-].C1(C)C=CC=CC=1. (2) The reactants are: [Br:1][C:2]1[N:7]=[C:6]2[N:8](C(C3C=CC=CC=3)=O)[CH:9]=[CH:10][C:5]2=[C:4]([O:19][CH3:20])[CH:3]=1.[OH-].[Na+]. Given the product [Br:1][C:2]1[N:7]=[C:6]2[NH:8][CH:9]=[CH:10][C:5]2=[C:4]([O:19][CH3:20])[CH:3]=1, predict the reactants needed to synthesize it.